From a dataset of Forward reaction prediction with 1.9M reactions from USPTO patents (1976-2016). Predict the product of the given reaction. (1) Given the reactants [CH3:1][O:2][C:3]1[CH:8]=[C:7]([C:9]([NH:11]C(=O)/C=C\C(O)=O)=[O:10])[CH:6]=[CH:5][N:4]=1.O=P(Cl)(Cl)Cl.[NH2:24][NH:25][C:26](=[N:37][C:38]1[CH:43]=[CH:42][CH:41]=[CH:40][C:39]=1[Cl:44])[C:27]1[CH:32]=[CH:31][C:30]([S:33]([CH3:36])(=[O:35])=[O:34])=[CH:29][CH:28]=1, predict the reaction product. The product is: [Cl:44][C:39]1[CH:40]=[CH:41][CH:42]=[CH:43][C:38]=1[N:37]1[C:26]([C:27]2[CH:32]=[CH:31][C:30]([S:33]([CH3:36])(=[O:34])=[O:35])=[CH:29][CH:28]=2)=[N:25][N:24]=[C:6]1/[CH:7]=[CH:8]/[C:3]1[O:10][C:9]([C:7]2[CH:6]=[CH:5][N:4]=[C:3]([O:2][CH3:1])[CH:8]=2)=[N:11][N:4]=1. (2) The product is: [C:5]([C:4]1[CH:3]=[C:2]([NH:1][C:15]2[CH:16]=[C:17]([NH:26][CH2:27][CH2:28][O:29][CH3:30])[C:18]3[N:19]([C:21]([C:24]#[N:25])=[CH:22][N:23]=3)[N:20]=2)[CH:9]=[C:8]([C:10]([F:11])([F:12])[F:13])[CH:7]=1)#[N:6]. Given the reactants [NH2:1][C:2]1[CH:3]=[C:4]([CH:7]=[C:8]([C:10]([F:13])([F:12])[F:11])[CH:9]=1)[C:5]#[N:6].Cl[C:15]1[CH:16]=[C:17]([N:26](CC2C=CC(OC)=CC=2)[CH2:27][CH2:28][O:29][CH3:30])[C:18]2[N:19]([C:21]([C:24]#[N:25])=[CH:22][N:23]=2)[N:20]=1.C(=O)([O-])[O-].[Cs+].[Cs+].CC1(C)C2C(=C(P(C3C=CC=CC=3)C3C=CC=CC=3)C=CC=2)OC2C(P(C3C=CC=CC=3)C3C=CC=CC=3)=CC=CC1=2.C([SiH](CC)CC)C.C(O)(C(F)(F)F)=O.Cl.CC#N, predict the reaction product. (3) Given the reactants [C:1]([O:5][C:6]([N:8]1[CH:13]([CH2:14][CH3:15])[CH2:12][CH:11]([N:16]([CH2:21][C:22]2[CH:27]=[C:26]([C:28]([F:31])([F:30])[F:29])[CH:25]=[C:24]([C:32]([F:35])([F:34])[F:33])[CH:23]=2)[C:17]([O:19][CH3:20])=[O:18])[CH2:10][CH:9]1[CH2:36][C:37](O)=[O:38])=[O:7])([CH3:4])([CH3:3])[CH3:2].C(N1C=CN=C1)(N1C=CN=C1)=O.[NH:52]1[CH2:56][CH2:55][CH2:54][CH2:53]1, predict the reaction product. The product is: [C:1]([O:5][C:6]([N:8]1[CH:9]([CH2:36][C:37](=[O:38])[N:52]2[CH2:56][CH2:55][CH2:54][CH2:53]2)[CH2:10][CH:11]([N:16]([CH2:21][C:22]2[CH:27]=[C:26]([C:28]([F:30])([F:29])[F:31])[CH:25]=[C:24]([C:32]([F:35])([F:34])[F:33])[CH:23]=2)[C:17]([O:19][CH3:20])=[O:18])[CH2:12][CH:13]1[CH2:14][CH3:15])=[O:7])([CH3:3])([CH3:2])[CH3:4].